Predict the reactants needed to synthesize the given product. From a dataset of Full USPTO retrosynthesis dataset with 1.9M reactions from patents (1976-2016). (1) The reactants are: O1CCOCC1.Cl.[CH:8]1(/[CH:13]=[C:14](/[C:23]2[N:28]=[C:27]([O:29]C)[C:26]([CH:31]3[CH2:33][CH2:32]3)=[CH:25][CH:24]=2)\[C:15]2[CH:20]=[CH:19][C:18]([S:21][CH3:22])=[CH:17][CH:16]=2)[CH2:12][CH2:11][CH2:10][CH2:9]1. Given the product [CH:8]1(/[CH:13]=[C:14](/[C:23]2[NH:28][C:27](=[O:29])[C:26]([CH:31]3[CH2:33][CH2:32]3)=[CH:25][CH:24]=2)\[C:15]2[CH:20]=[CH:19][C:18]([S:21][CH3:22])=[CH:17][CH:16]=2)[CH2:9][CH2:10][CH2:11][CH2:12]1, predict the reactants needed to synthesize it. (2) The reactants are: [C:1]([NH2:5])([CH3:4])([CH3:3])[CH3:2].[I-].C([N+]1(C)[CH2:14][CH2:13][C:12](=[O:15])[CH2:11][CH2:10]1)C.C(=O)(O)[O-].[Na+]. Given the product [C:1]([N:5]1[CH2:14][CH2:13][C:12](=[O:15])[CH2:11][CH2:10]1)([CH3:4])([CH3:3])[CH3:2], predict the reactants needed to synthesize it. (3) The reactants are: [CH3:1][C:2]1([CH3:27])[O:6][CH:5]([CH2:7][O:8][C:9]2[CH:14]=[CH:13][CH:12]=[CH:11][C:10]=2[C:15]2[CH:16]=[CH:17][C:18]3[N:19]([C:21]([C:24]([OH:26])=O)=[CH:22][N:23]=3)[N:20]=2)[CH2:4][O:3]1.[O:28]1[CH2:33][CH2:32][N:31]([C:34]2[N:39]=[C:38]([NH2:40])[CH:37]=[CH:36][CH:35]=2)[CH2:30][CH2:29]1.CN(C(ON1N=NC2C=CC=NC1=2)=[N+](C)C)C.F[P-](F)(F)(F)(F)F.O1CCN(CC2N=C(NC(C3N4N=C(C5C=CC=CC=5C(F)(F)F)C=CC4=NC=3)=O)C=CC=2)CC1. Given the product [CH3:1][C:2]1([CH3:27])[O:6][CH:5]([CH2:7][O:8][C:9]2[CH:14]=[CH:13][CH:12]=[CH:11][C:10]=2[C:15]2[CH:16]=[CH:17][C:18]3[N:19]([C:21]([C:24]([NH:40][C:38]4[CH:37]=[CH:36][CH:35]=[C:34]([N:31]5[CH2:32][CH2:33][O:28][CH2:29][CH2:30]5)[N:39]=4)=[O:26])=[CH:22][N:23]=3)[N:20]=2)[CH2:4][O:3]1, predict the reactants needed to synthesize it. (4) Given the product [NH2:12][CH2:11][C:4]1[C:5](=[O:10])[NH:6][C:7]([CH3:9])=[CH:8][C:3]=1[CH2:1][CH3:2], predict the reactants needed to synthesize it. The reactants are: [CH2:1]([C:3]1[CH:8]=[C:7]([CH3:9])[NH:6][C:5](=[O:10])[C:4]=1[C:11]#[N:12])[CH3:2]. (5) Given the product [C:15]1([C:2]2[CH:8]=[C:7]([N+:9]([O-:11])=[O:10])[CH:6]=[C:5]([N+:12]([O-:14])=[O:13])[C:3]=2[NH2:4])[CH:20]=[CH:19][CH:18]=[CH:17][CH:16]=1, predict the reactants needed to synthesize it. The reactants are: Br[C:2]1[CH:8]=[C:7]([N+:9]([O-:11])=[O:10])[CH:6]=[C:5]([N+:12]([O-:14])=[O:13])[C:3]=1[NH2:4].[C:15]1(B(O)O)[CH:20]=[CH:19][CH:18]=[CH:17][CH:16]=1.C(=O)([O-])[O-].[Na+].[Na+].C1(C)C=CC=CC=1. (6) The reactants are: [Cl:1][C:2]1[CH:3]=[C:4]([CH2:9][CH2:10][C:11]([CH:13]2[CH2:17][CH2:16][CH2:15][CH2:14]2)=[O:12])[CH:5]=[CH:6][C:7]=1[OH:8].BrC1C=[CH:23][C:22]([OH:25])=C(F)C=1.BrC(CC)[C:29]([O-])=[O:30]. Given the product [CH3:29][O:30][C:22](=[O:25])[CH2:23][O:8][C:7]1[CH:6]=[CH:5][C:4]([CH2:9][CH2:10][C:11]([CH:13]2[CH2:17][CH2:16][CH2:15][CH2:14]2)=[O:12])=[CH:3][C:2]=1[Cl:1], predict the reactants needed to synthesize it.